This data is from Full USPTO retrosynthesis dataset with 1.9M reactions from patents (1976-2016). The task is: Predict the reactants needed to synthesize the given product. (1) Given the product [Cl:16][C:5]1[CH:6]=[C:7]([N:10]2[CH2:11][CH2:12][O:13][CH2:14][CH2:15]2)[CH:8]=[CH:9][C:4]=1[C:3]([OH:17])=[O:2], predict the reactants needed to synthesize it. The reactants are: C[O:2][C:3](=[O:17])[C:4]1[CH:9]=[CH:8][C:7]([N:10]2[CH2:15][CH2:14][O:13][CH2:12][CH2:11]2)=[CH:6][C:5]=1[Cl:16].[OH-].[Na+].Cl. (2) Given the product [CH3:24][N:25]([CH3:31])[C@H:26]1[CH2:30][CH2:29][N:28]([C:2]2[N:7]3[CH:8]=[C:9]([CH2:11][N:12]([CH3:23])[C@@H:13]4[C:22]5[N:21]=[CH:20][CH:19]=[CH:18][C:17]=5[CH2:16][CH2:15][CH2:14]4)[N:10]=[C:6]3[CH:5]=[CH:4][CH:3]=2)[CH2:27]1, predict the reactants needed to synthesize it. The reactants are: F[C:2]1[N:7]2[CH:8]=[C:9]([CH2:11][N:12]([CH3:23])[C@@H:13]3[C:22]4[N:21]=[CH:20][CH:19]=[CH:18][C:17]=4[CH2:16][CH2:15][CH2:14]3)[N:10]=[C:6]2[CH:5]=[CH:4][CH:3]=1.[CH3:24][N:25]([CH3:31])[C@H:26]1[CH2:30][CH2:29][NH:28][CH2:27]1. (3) Given the product [Cl:1][C:2]1[CH:3]=[C:4]([N+:9]([O-:11])=[O:10])[CH:5]=[CH:6][C:7]=1[N:12]1[CH:16]=[CH:15][N:14]=[CH:13]1, predict the reactants needed to synthesize it. The reactants are: [Cl:1][C:2]1[CH:3]=[C:4]([N+:9]([O-:11])=[O:10])[CH:5]=[CH:6][C:7]=1Cl.[NH:12]1[CH:16]=[CH:15][N:14]=[CH:13]1.CCN(C(C)C)C(C)C. (4) The reactants are: C(N(CC)CC)C.[F:8][C:9]1[C:14]([F:15])=[CH:13][CH:12]=[CH:11][C:10]=1[C@H:16]1[CH2:22][N:21]2[C:23]([CH2:26][C:27]([F:30])([F:29])[F:28])=[CH:24][N:25]=[C:20]2[C@H:19]([NH2:31])[CH2:18][CH2:17]1.Cl[C:33](OC1C=CC([N+]([O-])=O)=CC=1)=[O:34].[CH3:45][N:46]1[C:50]2([CH2:55][CH2:54][NH:53][CH2:52][CH2:51]2)[C:49](=[O:56])[NH:48][C:47]1=[O:57].C(=O)([O-])[O-].[Na+].[Na+]. Given the product [F:8][C:9]1[C:14]([F:15])=[CH:13][CH:12]=[CH:11][C:10]=1[C@H:16]1[CH2:22][N:21]2[C:23]([CH2:26][C:27]([F:30])([F:28])[F:29])=[CH:24][N:25]=[C:20]2[C@H:19]([NH:31][C:33]([N:53]2[CH2:52][CH2:51][C:50]3([N:46]([CH3:45])[C:47](=[O:57])[NH:48][C:49]3=[O:56])[CH2:55][CH2:54]2)=[O:34])[CH2:18][CH2:17]1, predict the reactants needed to synthesize it.